Dataset: Reaction yield outcomes from USPTO patents with 853,638 reactions. Task: Predict the reaction yield, written as a fraction of the theoretical maximum amount of product (1.0 means a 100% yield; for example, 0.34 means a 34% yield). (1) The reactants are [CH2:1]([O:3][C:4]([C:6]1[CH:7]=[N:8][C:9]2[C:14]([C:15]=1Cl)=[CH:13][CH:12]=[CH:11][C:10]=2[O:17][CH3:18])=[O:5])[CH3:2].[CH2:19]([NH2:25])[C:20]1[O:24][CH:23]=[CH:22][CH:21]=1. No catalyst specified. The product is [CH2:1]([O:3][C:4]([C:6]1[CH:7]=[N:8][C:9]2[C:14]([C:15]=1[NH:25][CH2:19][CH:20]1[CH2:21][CH2:22][CH2:23][O:24]1)=[CH:13][CH:12]=[CH:11][C:10]=2[O:17][CH3:18])=[O:5])[CH3:2]. The yield is 1.00. (2) The reactants are C(N(CC)CC)C.[OH:8][C@@H:9]([CH2:13][C:14]1[N:15]=[CH:16][NH:17][CH:18]=1)[C:10]([OH:12])=O.CN(C(ON1N=NC2C=CC=CC1=2)=[N+](C)C)C.[B-](F)(F)(F)F.Cl.[NH2:42][C@H:43]([CH2:62][C:63]1[CH:68]=[CH:67][C:66]([O:69][CH3:70])=[CH:65][CH:64]=1)[C:44]([N:46]1[CH2:49][C:48]([O:57][CH2:58][CH2:59][CH2:60][CH3:61])([C:50]2[CH:55]=[CH:54][CH:53]=[CH:52][C:51]=2[CH3:56])[CH2:47]1)=[O:45].[OH-].[Na+]. The catalyst is CN(C)C=O. The product is [CH2:58]([O:57][C:48]1([C:50]2[CH:55]=[CH:54][CH:53]=[CH:52][C:51]=2[CH3:56])[CH2:49][N:46]([C:44](=[O:45])[C@H:43]([NH:42][C:10](=[O:12])[C@@H:9]([OH:8])[CH2:13][C:14]2[N:15]=[CH:16][NH:17][CH:18]=2)[CH2:62][C:63]2[CH:68]=[CH:67][C:66]([O:69][CH3:70])=[CH:65][CH:64]=2)[CH2:47]1)[CH2:59][CH2:60][CH3:61]. The yield is 0.130. (3) The reactants are Cl[C:2]1[CH:7]=[C:6]([C:8]#[N:9])[CH:5]=[CH:4][N:3]=1.[CH:10]1([N:15]2[CH2:20][CH2:19][NH:18][CH2:17][CH2:16]2)[CH2:14][CH2:13][CH2:12][CH2:11]1. The catalyst is CN(C=O)C. The product is [CH:10]1([N:15]2[CH2:16][CH2:17][N:18]([C:2]3[CH:7]=[C:6]([CH:5]=[CH:4][N:3]=3)[C:8]#[N:9])[CH2:19][CH2:20]2)[CH2:11][CH2:12][CH2:13][CH2:14]1. The yield is 0.920. (4) The reactants are C([O:5][C:6](=[O:30])[CH:7]([NH:17][C:18]([NH:20][CH:21]([C:27]([OH:29])=[O:28])[CH2:22][CH2:23][CH2:24][CH2:25][NH2:26])=[O:19])[CH2:8][CH2:9][C:10]([O:12]C(C)(C)C)=[O:11])(C)(C)C.O1CCOCC1.[I:37][C:38]1[CH:43]=[CH:42][C:41]([S:44](Cl)(=[O:46])=[O:45])=[CH:40][CH:39]=1. The catalyst is O. The product is [C:27]([CH:21]([NH:20][C:18](=[O:19])[NH:17][CH:7]([CH2:8][CH2:9][C:10]([OH:12])=[O:11])[C:6]([OH:5])=[O:30])[CH2:22][CH2:23][CH2:24][CH2:25][NH:26][S:44]([C:41]1[CH:42]=[CH:43][C:38]([I:37])=[CH:39][CH:40]=1)(=[O:46])=[O:45])([OH:29])=[O:28]. The yield is 0.800. (5) The reactants are [CH2:1]1[CH:6]2[CH2:7][C:8]3([NH2:11])[CH2:10][CH:4]([CH2:5]2)[CH2:3][CH:2]1[CH2:9]3.[CH3:12][N:13]1[CH:17]=[C:16]([C:18]([F:21])([F:20])[F:19])[C:15]([C:22]2[S:26][C:25]([CH:27]=O)=[CH:24][CH:23]=2)=[N:14]1. No catalyst specified. The product is [CH3:12][N:13]1[CH:17]=[C:16]([C:18]([F:19])([F:20])[F:21])[C:15]([C:22]2[S:26][C:25]([CH2:27][NH:11][C:8]34[CH2:10][CH:4]5[CH2:5][CH:6]([CH2:1][CH:2]([CH2:3]5)[CH2:9]3)[CH2:7]4)=[CH:24][CH:23]=2)=[N:14]1. The yield is 0.660. (6) The reactants are [O-:1][S:2]([C:5]([F:8])([F:7])[F:6])(=[O:4])=[O:3].[CH3:9][N:10]([CH3:23])[C:11]1[CH:12]=[C:13]2[C:18](=[CH:19][CH:20]=1)[N+:17]([CH3:21])=[C:16]([CH3:22])[CH:15]=[CH:14]2.[CH3:24][C:25]1[N:26]([C:33]2[CH:34]=[N:35][CH:36]=[CH:37][CH:38]=2)[C:27]([CH3:32])=[CH:28][C:29]=1[CH:30]=O. The catalyst is CO.N1CCCCC1. The product is [O-:4][S:2]([C:5]([F:8])([F:7])[F:6])(=[O:3])=[O:1].[CH3:9][N:10]([CH3:23])[C:11]1[CH:12]=[C:13]2[C:18](=[CH:19][CH:20]=1)[N+:17]([CH3:21])=[C:16](/[CH:22]=[CH:30]/[C:29]1[CH:28]=[C:27]([CH3:32])[N:26]([C:33]3[CH:34]=[N:35][CH:36]=[CH:37][CH:38]=3)[C:25]=1[CH3:24])[CH:15]=[CH:14]2. The yield is 0.430. (7) The reactants are Br[C:2]1[CH:7]=[CH:6][C:5]([S:8]([NH:11][CH:12]2[CH2:14][CH2:13]2)(=[O:10])=[O:9])=[C:4]([F:15])[CH:3]=1.[C:16]([C:18]1[N:22]([CH3:23])[C:21](B(O)O)=[CH:20][CH:19]=1)#[N:17].[F-].[K+].C(P(C(C)(C)C)C(C)(C)C)(C)(C)C. The catalyst is C1C=CC(/C=C/C(/C=C/C2C=CC=CC=2)=O)=CC=1.C1C=CC(/C=C/C(/C=C/C2C=CC=CC=2)=O)=CC=1.C1C=CC(/C=C/C(/C=C/C2C=CC=CC=2)=O)=CC=1.[Pd].[Pd]. The product is [C:16]([C:18]1[N:22]([CH3:23])[C:21]([C:2]2[CH:7]=[CH:6][C:5]([S:8]([NH:11][CH:12]3[CH2:14][CH2:13]3)(=[O:10])=[O:9])=[C:4]([F:15])[CH:3]=2)=[CH:20][CH:19]=1)#[N:17]. The yield is 0.240.